This data is from Forward reaction prediction with 1.9M reactions from USPTO patents (1976-2016). The task is: Predict the product of the given reaction. Given the reactants C([NH:4][C:5]1[N:10]=[CH:9][N:8]=[C:7]([C:11]2[CH:28]=[CH:27][C:14]([C:15]([NH:17][CH2:18][C:19]3[CH:24]=[CH:23][CH:22]=[C:21]([O:25][CH3:26])[CH:20]=3)=[O:16])=[CH:13][CH:12]=2)[CH:6]=1)C=C.CN1C(=O)CC(=O)N(C)C1=O, predict the reaction product. The product is: [NH2:4][C:5]1[N:10]=[CH:9][N:8]=[C:7]([C:11]2[CH:12]=[CH:13][C:14]([C:15]([NH:17][CH2:18][C:19]3[CH:24]=[CH:23][CH:22]=[C:21]([O:25][CH3:26])[CH:20]=3)=[O:16])=[CH:27][CH:28]=2)[CH:6]=1.